Dataset: Forward reaction prediction with 1.9M reactions from USPTO patents (1976-2016). Task: Predict the product of the given reaction. (1) Given the reactants [Cl:1][C:2]1[CH:31]=[C:30]([Cl:32])[CH:29]=[CH:28][C:3]=1[CH2:4][N:5]1[CH2:9][C@H:8]([C:10]2[CH:14]=[CH:13][S:12][CH:11]=2)[C@@H:7]([CH2:15][N:16]2[CH2:21][CH2:20][CH:19]([CH2:22][O:23][CH2:24][CH2:25][CH2:26][NH2:27])[CH2:18][CH2:17]2)[CH2:6]1.[CH3:33][S:34](Cl)(=[O:36])=[O:35].C(N(C(C)C)CC)(C)C, predict the reaction product. The product is: [Cl:1][C:2]1[CH:31]=[C:30]([Cl:32])[CH:29]=[CH:28][C:3]=1[CH2:4][N:5]1[CH2:9][C@H:8]([C:10]2[CH:14]=[CH:13][S:12][CH:11]=2)[C@@H:7]([CH2:15][N:16]2[CH2:21][CH2:20][CH:19]([CH2:22][O:23][CH2:24][CH2:25][CH2:26][NH:27][S:34]([CH3:33])(=[O:36])=[O:35])[CH2:18][CH2:17]2)[CH2:6]1. (2) The product is: [Ag:32].[CH3:1][C:2]([NH:4][C:5]1[CH:10]=[C:9]([C:11]2[CH:16]=[C:15]3[C:17]([C:20]4[C:25]([O:26][CH3:27])=[CH:24][CH:23]=[CH:22][CH:21]=4)=[CH:18][NH:19][C:14]3=[N:13][CH:12]=2)[CH:8]=[CH:7][CH:6]=1)=[O:3]. Given the reactants [CH3:1][C:2]([NH:4][C:5]1[CH:10]=[C:9]([C:11]2[CH:16]=[C:15]3[C:17]([C:20]4[C:25]([O:26][CH3:27])=[CH:24][CH:23]=[CH:22][CH:21]=4)=[CH:18][NH:19][C:14]3=[N:13][CH:12]=2)[CH:8]=[CH:7][CH:6]=1)=[O:3].[N+]([O-])([O-])=O.[Ag+:32].[Ag], predict the reaction product. (3) Given the reactants [CH2:1]([N:8]1[CH2:13][CH2:12][O:11][CH:10]([CH2:14][N:15]2[C:23]3[C:18](=[CH:19][CH:20]=[CH:21][CH:22]=3)[C:17]3([CH2:27][O:26][C:25]4[CH:28]=[C:29]5[C:33](=[CH:34][C:24]3=4)[CH2:32][CH2:31][O:30]5)[C:16]2=[O:35])[CH2:9]1)C1C=CC=CC=1.C(OCC)(=O)C, predict the reaction product. The product is: [CH3:1][N:8]1[CH2:13][CH2:12][O:11][CH:10]([CH2:14][N:15]2[C:23]3[C:18](=[CH:19][CH:20]=[CH:21][CH:22]=3)[C:17]3([CH2:27][O:26][C:25]4[CH:28]=[C:29]5[C:33](=[CH:34][C:24]3=4)[CH2:32][CH2:31][O:30]5)[C:16]2=[O:35])[CH2:9]1. (4) Given the reactants [Cl:1][C:2]1[CH:38]=[CH:37][C:5]([C:6]([N:8]2[CH2:14][C:13]3[CH:15]=[C:16]([C:19]([OH:21])=[O:20])[CH:17]=[CH:18][C:12]=3[N:11]([CH2:22][C:23]3[CH:28]=[CH:27][C:26]([C:29]([N:31]4[CH2:35][CH:34]=[CH:33][CH2:32]4)=[O:30])=[CH:25][CH:24]=3)[C:10](=[O:36])[CH2:9]2)=[O:7])=[CH:4][CH:3]=1.[CH2:39](O)[CH3:40].C(N(CC)CC)C, predict the reaction product. The product is: [Cl:1][C:2]1[CH:3]=[CH:4][C:5]([C:6]([N:8]2[CH2:14][C:13]3[CH:15]=[C:16]([C:19]([O:21][CH2:39][CH3:40])=[O:20])[CH:17]=[CH:18][C:12]=3[N:11]([CH2:22][C:23]3[CH:28]=[CH:27][C:26]([C:29]([N:31]4[CH2:32][CH:33]=[CH:34][CH2:35]4)=[O:30])=[CH:25][CH:24]=3)[C:10](=[O:36])[CH2:9]2)=[O:7])=[CH:37][CH:38]=1.